This data is from NCI-60 drug combinations with 297,098 pairs across 59 cell lines. The task is: Regression. Given two drug SMILES strings and cell line genomic features, predict the synergy score measuring deviation from expected non-interaction effect. (1) Drug 1: COC1=CC(=CC(=C1O)OC)C2C3C(COC3=O)C(C4=CC5=C(C=C24)OCO5)OC6C(C(C7C(O6)COC(O7)C8=CC=CS8)O)O. Drug 2: C1=CC=C(C=C1)NC(=O)CCCCCCC(=O)NO. Cell line: MCF7. Synergy scores: CSS=50.5, Synergy_ZIP=5.59, Synergy_Bliss=6.45, Synergy_Loewe=5.78, Synergy_HSA=10.3. (2) Drug 1: CC12CCC3C(C1CCC2O)C(CC4=C3C=CC(=C4)O)CCCCCCCCCS(=O)CCCC(C(F)(F)F)(F)F. Drug 2: CC(C)NC(=O)C1=CC=C(C=C1)CNNC.Cl. Cell line: HCT116. Synergy scores: CSS=0.322, Synergy_ZIP=7.41, Synergy_Bliss=11.5, Synergy_Loewe=-0.0784, Synergy_HSA=-3.00. (3) Drug 1: CC=C1C(=O)NC(C(=O)OC2CC(=O)NC(C(=O)NC(CSSCCC=C2)C(=O)N1)C(C)C)C(C)C. Drug 2: B(C(CC(C)C)NC(=O)C(CC1=CC=CC=C1)NC(=O)C2=NC=CN=C2)(O)O. Cell line: MOLT-4. Synergy scores: CSS=72.8, Synergy_ZIP=-0.788, Synergy_Bliss=-1.99, Synergy_Loewe=-14.4, Synergy_HSA=-0.711. (4) Drug 2: CC(C)CN1C=NC2=C1C3=CC=CC=C3N=C2N. Drug 1: CNC(=O)C1=CC=CC=C1SC2=CC3=C(C=C2)C(=NN3)C=CC4=CC=CC=N4. Synergy scores: CSS=-8.33, Synergy_ZIP=5.57, Synergy_Bliss=-0.778, Synergy_Loewe=-4.53, Synergy_HSA=-7.34. Cell line: RPMI-8226. (5) Drug 1: C1=NC2=C(N=C(N=C2N1C3C(C(C(O3)CO)O)F)Cl)N. Drug 2: CC1CCCC2(C(O2)CC(NC(=O)CC(C(C(=O)C(C1O)C)(C)C)O)C(=CC3=CSC(=N3)C)C)C. Cell line: HCC-2998. Synergy scores: CSS=61.1, Synergy_ZIP=-3.33, Synergy_Bliss=-4.80, Synergy_Loewe=-6.01, Synergy_HSA=-0.912.